This data is from Forward reaction prediction with 1.9M reactions from USPTO patents (1976-2016). The task is: Predict the product of the given reaction. (1) Given the reactants [C:1]([C:3]1[CH:4]=[C:5]([NH:9][C:10]2[C:19]3[C:14](=[CH:15][C:16]([F:23])=[C:17]([N+:20]([O-])=O)[CH:18]=3)[N:13]=[CH:12][N:11]=2)[CH:6]=[CH:7][CH:8]=1)#[CH:2].O.O.Cl[Sn]Cl.C([O-])(O)=O.[Na+], predict the reaction product. The product is: [C:1]([C:3]1[CH:4]=[C:5]([NH:9][C:10]2[C:19]3[C:14](=[CH:15][C:16]([F:23])=[C:17]([NH2:20])[CH:18]=3)[N:13]=[CH:12][N:11]=2)[CH:6]=[CH:7][CH:8]=1)#[CH:2]. (2) The product is: [CH:12]1([NH:15][C:48](=[O:49])/[CH:47]=[CH:46]/[CH:43]2[CH2:42][CH2:41][N:40]([S:37]([C:34]3[CH:35]=[CH:36][C:31]([O:30][C:29]([F:52])([F:28])[F:51])=[CH:32][CH:33]=3)(=[O:39])=[O:38])[CH2:45][CH2:44]2)[CH2:14][CH2:13]1. Given the reactants O.ON1C2C=CC=CC=2N=N1.[CH:12]1([NH2:15])[CH2:14][CH2:13]1.Cl.CN(C)CCCN=C=NCC.[F:28][C:29]([F:52])([F:51])[O:30][C:31]1[CH:36]=[CH:35][C:34]([S:37]([N:40]2[CH2:45][CH2:44][CH:43](/[CH:46]=[CH:47]/[C:48](O)=[O:49])[CH2:42][CH2:41]2)(=[O:39])=[O:38])=[CH:33][CH:32]=1, predict the reaction product. (3) Given the reactants [NH2:1][C:2]1[CH:3]=[C:4]([CH:10]=[CH:11][C:12]=1[NH:13][CH2:14][CH3:15])[C:5]([O:7][CH2:8][CH3:9])=[O:6].[N:16]([O-])=O.[Na+].O.N.C(OCC)(=O)C, predict the reaction product. The product is: [CH2:14]([N:13]1[C:12]2[CH:11]=[CH:10][C:4]([C:5]([O:7][CH2:8][CH3:9])=[O:6])=[CH:3][C:2]=2[N:1]=[N:16]1)[CH3:15]. (4) Given the reactants C([O-])(=O)CCC([O-])=O.C(O)(=O)CCC(O)=O.NC1N=C(C2N=C([NH:33][C:34]3[CH:39]=[CH:38][C:37]([N:40]4[CH2:45][CH2:44][N:43]([CH:46]5[CH2:49][O:48][CH2:47]5)[CH2:42][CH2:41]4)=[CH:36][CH:35]=3)C3N(C=CN=3)C=2)C=NC=1.[Al], predict the reaction product. The product is: [O:48]1[CH2:49][CH:46]([N:43]2[CH2:42][CH2:41][N:40]([C:37]3[CH:38]=[CH:39][C:34]([NH2:33])=[CH:35][CH:36]=3)[CH2:45][CH2:44]2)[CH2:47]1. (5) Given the reactants [Br:1][C:2]1[C:11]2[C:10]([S:12]([N:15]3[CH2:22][CH2:21][CH2:20][CH2:19][N:18](C(OC(C)(C)C)=O)[CH2:17][C@@H:16]3[CH3:30])(=[O:14])=[O:13])=[CH:9][CH:8]=[CH:7][C:6]=2[CH:5]=[N:4][CH:3]=1.O1CCOCC1.[ClH:37], predict the reaction product. The product is: [ClH:37].[ClH:37].[Br:1][C:2]1[C:11]2[C:10]([S:12]([N:15]3[CH2:22][CH2:21][CH2:20][CH2:19][NH:18][CH2:17][C@@H:16]3[CH3:30])(=[O:13])=[O:14])=[CH:9][CH:8]=[CH:7][C:6]=2[CH:5]=[N:4][CH:3]=1. (6) Given the reactants [S:1]1[C:5]2[CH:6]=[CH:7][CH:8]=[CH:9][C:4]=2[C:3]([CH:10]([NH:17][C:18]2[CH:26]=[CH:25][C:21]([C:22](O)=[O:23])=[CH:20][CH:19]=2)[CH:11]2[CH2:16][CH2:15][CH2:14][CH2:13][CH2:12]2)=[CH:2]1.[CH3:27][NH:28][CH2:29][CH2:30][C:31]([O:33]CC)=[O:32], predict the reaction product. The product is: [S:1]1[C:5]2[CH:6]=[CH:7][CH:8]=[CH:9][C:4]=2[C:3]([CH:10]([NH:17][C:18]2[CH:26]=[CH:25][C:21]([C:22]([N:28]([CH3:27])[CH2:29][CH2:30][C:31]([OH:33])=[O:32])=[O:23])=[CH:20][CH:19]=2)[CH:11]2[CH2:12][CH2:13][CH2:14][CH2:15][CH2:16]2)=[CH:2]1. (7) Given the reactants Cl.[NH2:2][C@@H:3]([CH2:12][CH:13]1[CH2:15][CH2:14]1)[CH:4]([OH:11])[C:5]([NH:7][CH:8]1[CH2:10][CH2:9]1)=[O:6].[C:16]([O:20][C:21]([N:23]1[CH2:27][C@H:26]([O:28][C:29]2[C:38]3[C:33](=[CH:34][C:35]([O:39][CH2:40][CH3:41])=[CH:36][CH:37]=3)[CH:32]=[CH:31][N:30]=2)[CH2:25][C@H:24]1[C:42](O)=[O:43])=[O:22])([CH3:19])([CH3:18])[CH3:17].F[P-](F)(F)(F)(F)F.N1(OC(N(C)C)=[N+](C)C)C2N=CC=CC=2N=N1.C(N(C(C)C)CC)(C)C, predict the reaction product. The product is: [C:16]([O:20][C:21]([N:23]1[CH2:27][C@H:26]([O:28][C:29]2[C:38]3[C:33](=[CH:34][C:35]([O:39][CH2:40][CH3:41])=[CH:36][CH:37]=3)[CH:32]=[CH:31][N:30]=2)[CH2:25][C@H:24]1[C:42](=[O:43])[NH:2][C@H:3]([CH:4]([OH:11])[C:5]([NH:7][CH:8]1[CH2:10][CH2:9]1)=[O:6])[CH2:12][CH:13]1[CH2:15][CH2:14]1)=[O:22])([CH3:18])([CH3:19])[CH3:17]. (8) Given the reactants [S:1]1[C:5]2[CH:6]=[CH:7][C:8]([CH2:10][CH2:11][O:12][CH2:13][CH2:14][CH2:15][N:16]3[CH2:20][CH2:19][CH:18]([N:21]([CH3:23])[CH3:22])[CH2:17]3)=[CH:9][C:4]=2[CH:3]=[CH:2]1.C(OCC)(=O)C.[ClH:30], predict the reaction product. The product is: [ClH:30].[ClH:30].[S:1]1[C:5]2[CH:6]=[CH:7][C:8]([CH2:10][CH2:11][O:12][CH2:13][CH2:14][CH2:15][N:16]3[CH2:20][CH2:19][CH:18]([N:21]([CH3:23])[CH3:22])[CH2:17]3)=[CH:9][C:4]=2[CH:3]=[CH:2]1.